This data is from Catalyst prediction with 721,799 reactions and 888 catalyst types from USPTO. The task is: Predict which catalyst facilitates the given reaction. Reactant: [F:1][C:2]1[CH:7]=[CH:6][C:5]([N:8]2[C:16]3[CH:15]=[C:14]4[CH2:17][CH2:18][C@H:19]5[C:24]([C@@:13]4([CH3:30])[CH2:12][C:11]=3[CH:10]=[N:9]2)=[CH:23][CH2:22][C@@H:21]([C:25]([F:28])([F:27])[F:26])[C@@H:20]5[NH2:29])=[CH:4][CH:3]=1.C(N(C(C)C)CC)(C)C.[F:40][C:41]1[CH:42]=[C:43]([CH:47]=[CH:48][CH:49]=1)[C:44](Cl)=[O:45]. Product: [F:1][C:2]1[CH:3]=[CH:4][C:5]([N:8]2[C:16]3[CH:15]=[C:14]4[CH2:17][CH2:18][C@H:19]5[C:24]([C@@:13]4([CH3:30])[CH2:12][C:11]=3[CH:10]=[N:9]2)=[CH:23][CH2:22][C@@H:21]([C:25]([F:27])([F:26])[F:28])[C@@H:20]5[NH:29][C:44](=[O:45])[C:43]2[CH:47]=[CH:48][CH:49]=[C:41]([F:40])[CH:42]=2)=[CH:6][CH:7]=1. The catalyst class is: 2.